Dataset: Peptide-MHC class II binding affinity with 134,281 pairs from IEDB. Task: Regression. Given a peptide amino acid sequence and an MHC pseudo amino acid sequence, predict their binding affinity value. This is MHC class II binding data. (1) The peptide sequence is VDRDTARRHLAEGKV. The MHC is DRB1_0801 with pseudo-sequence DRB1_0801. The binding affinity (normalized) is 0. (2) The peptide sequence is IIVGRGDSRLTYQWH. The MHC is HLA-DQA10201-DQB10303 with pseudo-sequence HLA-DQA10201-DQB10303. The binding affinity (normalized) is 0. (3) The peptide sequence is MPRSIGGPVSSHNHI. The MHC is DRB3_0301 with pseudo-sequence DRB3_0301. The binding affinity (normalized) is 0.571. (4) The peptide sequence is DKELYPLASLRSLFG. The MHC is HLA-DQA10301-DQB10302 with pseudo-sequence HLA-DQA10301-DQB10302. The binding affinity (normalized) is 0. (5) The peptide sequence is NLGDSIVGYKEKSKFQDTHN. The MHC is DRB1_0302 with pseudo-sequence DRB1_0302. The binding affinity (normalized) is 0. (6) The peptide sequence is QRKVFRELVRNCDLP. The MHC is HLA-DQA10601-DQB10402 with pseudo-sequence HLA-DQA10601-DQB10402. The binding affinity (normalized) is 0.472. (7) The peptide sequence is LTEHGCNRLKRMAVS. The MHC is DRB1_0901 with pseudo-sequence DRB1_0901. The binding affinity (normalized) is 0.441.